From a dataset of Full USPTO retrosynthesis dataset with 1.9M reactions from patents (1976-2016). Predict the reactants needed to synthesize the given product. (1) Given the product [CH2:1]([O:8][C:9]1[N:14]=[C:13]2[N:15]([C:16]3[CH:21]=[CH:20][C:19]([Br:22])=[CH:18][CH:17]=3)[C:25]([NH2:24])=[N:23][C:12]2=[CH:11][CH:10]=1)[C:2]1[CH:7]=[CH:6][CH:5]=[CH:4][CH:3]=1, predict the reactants needed to synthesize it. The reactants are: [CH2:1]([O:8][C:9]1[N:14]=[C:13]([NH:15][C:16]2[CH:21]=[CH:20][C:19]([Br:22])=[CH:18][CH:17]=2)[C:12]([NH2:23])=[CH:11][CH:10]=1)[C:2]1[CH:7]=[CH:6][CH:5]=[CH:4][CH:3]=1.[N:24]#[C:25]Br.C(O)(C(F)(F)F)=O.C([O-])([O-])=O.[Na+].[Na+]. (2) Given the product [C:1]([O:5][C:6](=[O:34])[N:7]([C@H:8]([C:10](=[O:32])[NH:11][C@@H:12]1[C:13](=[O:31])[N:14]([CH2:46][C:42]2[C:43]3[C:38](=[CH:37][C:36]([Br:35])=[CH:45][CH:44]=3)[CH:39]=[CH:40][C:41]=2[O:48][CH3:49])[C:15]2[CH:30]=[CH:29][CH:28]=[CH:27][C:16]=2[N:17]([C:19](=[O:26])[CH2:20][CH2:21][CH2:22][C:23](=[O:25])[CH3:24])[CH2:18]1)[CH3:9])[CH3:33])([CH3:2])([CH3:3])[CH3:4], predict the reactants needed to synthesize it. The reactants are: [C:1]([O:5][C:6](=[O:34])[N:7]([CH3:33])[C@H:8]([C:10](=[O:32])[NH:11][C@H:12]1[CH2:18][N:17]([C:19](=[O:26])[CH2:20][CH2:21][CH2:22][C:23](=[O:25])[CH3:24])[C:16]2[CH:27]=[CH:28][CH:29]=[CH:30][C:15]=2[NH:14][C:13]1=[O:31])[CH3:9])([CH3:4])([CH3:3])[CH3:2].[Br:35][C:36]1[CH:37]=[C:38]2[C:43](=[CH:44][CH:45]=1)[C:42]([CH2:46]Cl)=[C:41]([O:48][CH3:49])[CH:40]=[CH:39]2.C([O-])([O-])=O.[Cs+].[Cs+].[Na+].[I-]. (3) Given the product [CH:22]([O:21][C:18]1[CH:19]=[CH:20][C:15]([N:14]2[C:13]3[CH:12]=[C:11]([C:25]4[CH:26]=[CH:27][C:28]([C:31]([F:32])([F:33])[F:34])=[CH:29][CH:30]=4)[N:10]=[C:9]([C:35]4[CH:40]=[CH:39][C:38]([C:41]([F:43])([F:42])[F:44])=[CH:37][CH:36]=4)[C:8]=3[CH:7]=[C:6]2[C:4]([OH:5])=[O:3])=[CH:16][CH:17]=1)([CH3:24])[CH3:23], predict the reactants needed to synthesize it. The reactants are: C([O:3][C:4]([C:6]1[N:14]([C:15]2[CH:20]=[CH:19][C:18]([O:21][CH:22]([CH3:24])[CH3:23])=[CH:17][CH:16]=2)[C:13]2[CH:12]=[C:11]([C:25]3[CH:30]=[CH:29][C:28]([C:31]([F:34])([F:33])[F:32])=[CH:27][CH:26]=3)[N:10]=[C:9]([C:35]3[CH:40]=[CH:39][C:38]([C:41]([F:44])([F:43])[F:42])=[CH:37][CH:36]=3)[C:8]=2[CH:7]=1)=[O:5])C.[OH-].[Na+].O.